The task is: Predict the reactants needed to synthesize the given product.. This data is from Full USPTO retrosynthesis dataset with 1.9M reactions from patents (1976-2016). Given the product [F:1][CH:2]([F:12])[O:3][C:4]1[CH:5]=[C:6]([CH:7]=[CH:14][C:15]([OH:17])=[O:16])[CH:9]=[CH:10][CH:11]=1, predict the reactants needed to synthesize it. The reactants are: [F:1][CH:2]([F:12])[O:3][C:4]1[CH:5]=[C:6]([CH:9]=[CH:10][CH:11]=1)[CH:7]=O.C(O)(=O)[CH2:14][C:15]([OH:17])=[O:16].